Dataset: Full USPTO retrosynthesis dataset with 1.9M reactions from patents (1976-2016). Task: Predict the reactants needed to synthesize the given product. (1) Given the product [NH2:1][C:2]1[C:7]([C:8]#[N:9])=[C:6]([NH:10][C@H:11]([C:13]2[N:17]([CH3:18])[C:16]3[C:19]([C:28]4[CH:29]=[CH:30][N:25]=[CH:26][CH:27]=4)=[C:20]([F:23])[CH:21]=[CH:22][C:15]=3[N:14]=2)[CH3:12])[N:5]=[CH:4][N:3]=1, predict the reactants needed to synthesize it. The reactants are: [NH2:1][C:2]1[C:7]([C:8]#[N:9])=[C:6]([NH:10][C@H:11]([C:13]2[N:17]([CH3:18])[C:16]3[C:19](Br)=[C:20]([F:23])[CH:21]=[CH:22][C:15]=3[N:14]=2)[CH3:12])[N:5]=[CH:4][N:3]=1.[N:25]1[CH:30]=[CH:29][C:28](B(O)O)=[CH:27][CH:26]=1.C(=O)([O-])[O-].[Cs+].[Cs+]. (2) Given the product [NH:10]1[C:5]2[C:4](=[CH:9][CH:8]=[CH:7][CH:6]=2)[CH:2]=[CH:11]1, predict the reactants needed to synthesize it. The reactants are: Cl[CH:2]([C:4]1[CH:9]=[CH:8][CH:7]=[CH:6][C:5]=1[NH:10][C:11](=O)OC(C)(C)C)C.C(=O)C1C=CC=CC=1. (3) Given the product [F:17][C:11]1[CH:10]=[C:9]([OH:8])[CH:16]=[CH:15][C:12]=1[C:13](=[O:18])[CH2:20][CH3:21], predict the reactants needed to synthesize it. The reactants are: [Si]([O:8][C:9]1[CH:16]=[CH:15][C:12]([C:13]#N)=[C:11]([F:17])[CH:10]=1)(C(C)(C)C)(C)C.[OH2:18].Cl.[CH2:20](OCC)[CH3:21].